Dataset: Peptide-MHC class II binding affinity with 134,281 pairs from IEDB. Task: Regression. Given a peptide amino acid sequence and an MHC pseudo amino acid sequence, predict their binding affinity value. This is MHC class II binding data. (1) The peptide sequence is AANWILRGTSFVYVP. The MHC is DRB1_1101 with pseudo-sequence DRB1_1101. The binding affinity (normalized) is 0.323. (2) The peptide sequence is EYLILSARDVLAVVS. The MHC is DRB1_0401 with pseudo-sequence DRB1_0401. The binding affinity (normalized) is 0.289. (3) The peptide sequence is FYNEKAFLLTTFDVS. The MHC is DRB1_0802 with pseudo-sequence DRB1_0802. The binding affinity (normalized) is 0.0323. (4) The peptide sequence is PNEPTAAAIAYGLDR. The MHC is HLA-DQA10501-DQB10301 with pseudo-sequence HLA-DQA10501-DQB10301. The binding affinity (normalized) is 0.583. (5) The peptide sequence is NVKCKTPTQLAETID. The binding affinity (normalized) is 0.224. The MHC is DRB1_0101 with pseudo-sequence DRB1_0101.